Dataset: Catalyst prediction with 721,799 reactions and 888 catalyst types from USPTO. Task: Predict which catalyst facilitates the given reaction. (1) Product: [N:41]([CH2:44][CH2:45][NH:46][C:15]([C:12]1[CH:13]=[CH:14][C:9]([C:3]2[CH:4]=[CH:5][C:6]([F:8])=[CH:7][C:2]=2[F:1])=[CH:10][C:11]=1[OH:18])=[O:17])=[N+:42]=[N-:43]. The catalyst class is: 145. Reactant: [F:1][C:2]1[CH:7]=[C:6]([F:8])[CH:5]=[CH:4][C:3]=1[C:9]1[CH:14]=[CH:13][C:12]([C:15]([OH:17])=O)=[C:11]([OH:18])[CH:10]=1.C1(N=C=NC2CCCCC2)CCCCC1.CN1CCOCC1.[N:41]([CH2:44][CH2:45][NH2:46])=[N+:42]=[N-:43]. (2) Reactant: [Cl:1][C:2]1[CH:7]=[C:6]([Cl:8])[CH:5]=[CH:4][C:3]=1[OH:9].Cl[CH2:11][C:12]([N:14]1[CH2:19][CH2:18][N:17]([S:20]([C:23]2[CH:32]=[CH:31][C:30]3[C:25](=[CH:26][CH:27]=[CH:28][CH:29]=3)[CH:24]=2)(=[O:22])=[O:21])[CH2:16][CH2:15]1)=[O:13].C(=O)([O-])[O-].[K+].[K+].O. Product: [Cl:1][C:2]1[CH:7]=[C:6]([Cl:8])[CH:5]=[CH:4][C:3]=1[O:9][CH2:11][C:12]([N:14]1[CH2:15][CH2:16][N:17]([S:20]([C:23]2[CH:32]=[CH:31][C:30]3[C:25](=[CH:26][CH:27]=[CH:28][CH:29]=3)[CH:24]=2)(=[O:21])=[O:22])[CH2:18][CH2:19]1)=[O:13]. The catalyst class is: 10.